This data is from Reaction yield outcomes from USPTO patents with 853,638 reactions. The task is: Predict the reaction yield, written as a fraction of the theoretical maximum amount of product (1.0 means a 100% yield; for example, 0.34 means a 34% yield). (1) The yield is 0.840. The reactants are [CH3:1]I.[CH2:3]([O:5][C:6](=[O:22])[C:7](=[C:13]([SH:21])[NH:14][C:15]1[CH:20]=[CH:19][CH:18]=[CH:17][CH:16]=1)[C:8]([O:10][CH2:11][CH3:12])=[O:9])[CH3:4].[Na]. The catalyst is CN(C=O)C. The product is [CH2:11]([O:10][C:8](=[O:9])[C:7](=[C:13]([S:21][CH3:1])[NH:14][C:15]1[CH:16]=[CH:17][CH:18]=[CH:19][CH:20]=1)[C:6]([O:5][CH2:3][CH3:4])=[O:22])[CH3:12]. (2) The reactants are [NH:1]([C:7]([O:9][CH2:10][CH:11]1[C:23]2[C:18](=[CH:19][CH:20]=[CH:21][CH:22]=2)[C:17]2[C:12]1=[CH:13][CH:14]=[CH:15][CH:16]=2)=[O:8])[CH2:2][CH2:3][C:4]([OH:6])=O.[CH:34]1C=[C:32](SS[C:32]2[N:37]=[CH:36][CH:35]=[CH:34]C=2)[N:37]=[CH:36][CH:35]=1.C1C=CC(P(C2C=CC=CC=2)C2C=CC=CC=2)=CC=1.C[Mg]Br.N1C=CC=C1. The catalyst is C1COCC1. The product is [O:6]=[C:4]([C:32]1[NH:37][CH:36]=[CH:35][CH:34]=1)[CH2:3][CH2:2][NH:1][C:7](=[O:8])[O:9][CH2:10][CH:11]1[C:23]2[CH:22]=[CH:21][CH:20]=[CH:19][C:18]=2[C:17]2[C:12]1=[CH:13][CH:14]=[CH:15][CH:16]=2. The yield is 0.880. (3) The reactants are Cl.Cl.[P:3]([OH:47])([OH:46])([O:5][CH2:6][CH2:7][N:8]([CH2:12][CH2:13][CH2:14][O:15][C:16]1[CH:25]=[C:24]2[C:19]([C:20]([NH:26][C:27]3[CH:31]=[C:30]([CH2:32][C:33]([NH:35][C:36]4[CH:41]=[CH:40][CH:39]=[C:38]([F:42])[C:37]=4[F:43])=[O:34])[NH:29][N:28]=3)=[N:21][CH:22]=[N:23]2)=[CH:18][C:17]=1[O:44][CH3:45])[CH2:9][CH2:10][CH3:11])=[O:4].C1CC2OC2CC1. The catalyst is CO. The product is [P:3]([OH:47])([OH:46])([O:5][CH2:6][CH2:7][N:8]([CH2:12][CH2:13][CH2:14][O:15][C:16]1[CH:25]=[C:24]2[C:19]([C:20]([NH:26][C:27]3[CH:31]=[C:30]([CH2:32][C:33]([NH:35][C:36]4[CH:41]=[CH:40][CH:39]=[C:38]([F:42])[C:37]=4[F:43])=[O:34])[NH:29][N:28]=3)=[N:21][CH:22]=[N:23]2)=[CH:18][C:17]=1[O:44][CH3:45])[CH2:9][CH2:10][CH3:11])=[O:4]. The yield is 0.880. (4) The reactants are [Br:1][C:2]1[CH:3]=[CH:4][C:5]([F:24])=[C:6]([C:8]([C:15]2[CH:20]=[CH:19][CH:18]=[C:17]([F:21])[C:16]=2[C:22]#[N:23])=[N:9]S(C(C)C)=O)[CH:7]=1.Br[C:26]1[CH:31]=[CH:30][N:29]=[C:28]([C:32]([F:35])([F:34])[F:33])[CH:27]=1. No catalyst specified. The product is [Br:1][C:2]1[CH:3]=[CH:4][C:5]([F:24])=[C:6]([C:8]2([C:26]3[CH:31]=[CH:30][N:29]=[C:28]([C:32]([F:35])([F:34])[F:33])[CH:27]=3)[C:15]3[C:16](=[C:17]([F:21])[CH:18]=[CH:19][CH:20]=3)[C:22]([NH2:23])=[N:9]2)[CH:7]=1. The yield is 0.900. (5) The reactants are O.ON1C2C=CC=CC=2N=N1.C(N(CC)CC)C.[C:19]([C:21]([C:33]1[CH:38]=[CH:37][CH:36]=[CH:35][CH:34]=1)([C:27]1[CH:32]=[CH:31][CH:30]=[CH:29][CH:28]=1)[CH2:22][CH2:23][C:24](O)=[O:25])#[N:20].Cl.[O:40]([CH:47]1[CH2:52][CH2:51][NH:50][CH2:49][CH2:48]1)[C:41]1[CH:46]=[CH:45][CH:44]=[CH:43][CH:42]=1.Cl.CN(C)CCCN=C=NCC. The catalyst is CN(C)C=O. The product is [O:25]=[C:24]([N:50]1[CH2:51][CH2:52][CH:47]([O:40][C:41]2[CH:46]=[CH:45][CH:44]=[CH:43][CH:42]=2)[CH2:48][CH2:49]1)[CH2:23][CH2:22][C:21]([C:27]1[CH:32]=[CH:31][CH:30]=[CH:29][CH:28]=1)([C:33]1[CH:38]=[CH:37][CH:36]=[CH:35][CH:34]=1)[C:19]#[N:20]. The yield is 0.950. (6) The reactants are [F:1][C:2]([F:14])([O:6][C:7]1[CH:8]=[C:9]([CH3:13])[CH:10]=[CH:11][CH:12]=1)[CH:3]([F:5])[F:4].BrN1C(=O)CCC1=O.[O:23]([C:30]1[CH:35]=[CH:34][C:33]([C:36](=[O:43])[CH2:37][C:38]([O:40][CH2:41][CH3:42])=[O:39])=[CH:32][CH:31]=1)[C:24]1[CH:29]=[CH:28][CH:27]=[CH:26][CH:25]=1.[H-].[Na+].FC(F)(OC1C=C(CBr)C=CC=1)C(F)F. The catalyst is C(Cl)(Cl)(Cl)Cl.COCCOC.N(C(C)(C)C#N)=NC(C)(C)C#N.O. The product is [O:43]=[C:36]([C:33]1[CH:34]=[CH:35][C:30]([O:23][C:24]2[CH:29]=[CH:28][CH:27]=[CH:26][CH:25]=2)=[CH:31][CH:32]=1)[CH:37]([CH2:13][C:9]1[CH:10]=[CH:11][CH:12]=[C:7]([O:6][C:2]([F:14])([F:1])[CH:3]([F:4])[F:5])[CH:8]=1)[C:38]([O:40][CH2:41][CH3:42])=[O:39]. The yield is 0.540. (7) The reactants are [Cl-].[NH4+:2].[Al](C)(C)C.C[O:8][C:9]([C:11]1[CH:16]=[N:15][C:14]([Cl:17])=[CH:13][N:12]=1)=O. The catalyst is C1(C)C=CC=CC=1.C(Cl)(Cl)Cl. The product is [Cl:17][C:14]1[N:15]=[CH:16][C:11]([C:9]([NH2:2])=[O:8])=[N:12][CH:13]=1. The yield is 0.340. (8) The reactants are [CH2:1]([O:3][C:4]1[CH:9]=[CH:8][N:7]([C:10]2[CH:15]=[CH:14][C:13]([F:16])=[CH:12][CH:11]=2)[C:6](=[O:17])[C:5]=1[C:18]([OH:20])=O)[CH3:2].O=S(Cl)Cl.[NH2:25][C:26]1[C:43]([F:44])=[CH:42][C:29]([O:30][C:31]2[CH:36]=[CH:35][N:34]=[C:33]([NH:37][C:38](=[O:41])[CH2:39][CH3:40])[CH:32]=2)=[C:28]([F:45])[CH:27]=1.N1C=CC=CC=1. The catalyst is C(Cl)Cl.O. The product is [F:44][C:43]1[CH:42]=[C:29]([O:30][C:31]2[CH:36]=[CH:35][N:34]=[C:33]([NH:37][C:38](=[O:41])[CH2:39][CH3:40])[CH:32]=2)[C:28]([F:45])=[CH:27][C:26]=1[NH:25][C:18]([C:5]1[C:6](=[O:17])[N:7]([C:10]2[CH:11]=[CH:12][C:13]([F:16])=[CH:14][CH:15]=2)[CH:8]=[CH:9][C:4]=1[O:3][CH2:1][CH3:2])=[O:20]. The yield is 0.824. (9) The reactants are [Br:1][C:2]1[CH:3]=[C:4]2[C:8](=[CH:9][CH:10]=1)[NH:7][C:6](=[O:11])/[C:5]/2=[N:12]\[C:13]1[CH:18]=[CH:17][CH:16]=[C:15]([C:19]([F:22])([F:21])[F:20])[CH:14]=1.C(N(CC)CC)C.[C:30]1(B(O)O)[CH:35]=[CH:34][CH:33]=[CH:32][CH:31]=1. The catalyst is C(Cl)Cl.C([O-])(=O)C.[Cu+2].C([O-])(=O)C. The product is [Br:1][C:2]1[CH:3]=[C:4]2[C:8](=[CH:9][CH:10]=1)[N:7]([C:30]1[CH:35]=[CH:34][CH:33]=[CH:32][CH:31]=1)[C:6](=[O:11])/[C:5]/2=[N:12]\[C:13]1[CH:18]=[CH:17][CH:16]=[C:15]([C:19]([F:20])([F:22])[F:21])[CH:14]=1. The yield is 0.200. (10) The reactants are [CH2:1]([N:3]1[C:11]2[C:6](=[CH:7][CH:8]=[C:9]([O:12][CH3:13])[CH:10]=2)[C:5]([C:14]#[N:15])=[C:4]1[C:16]1[CH:21]=[CH:20][C:19]([OH:22])=[CH:18][CH:17]=1)[CH3:2].C([O-])([O-])=O.[K+].[K+].[CH3:29][O:30][CH2:31][CH2:32]Br. The catalyst is CN(C=O)C. The product is [CH2:1]([N:3]1[C:11]2[C:6](=[CH:7][CH:8]=[C:9]([O:12][CH3:13])[CH:10]=2)[C:5]([C:14]#[N:15])=[C:4]1[C:16]1[CH:17]=[CH:18][C:19]([O:22][CH2:32][CH2:31][O:30][CH3:29])=[CH:20][CH:21]=1)[CH3:2]. The yield is 0.900.